Dataset: Full USPTO retrosynthesis dataset with 1.9M reactions from patents (1976-2016). Task: Predict the reactants needed to synthesize the given product. (1) The reactants are: C[Si](I)(C)C.[Cl:6][C:7]1[CH:12]=[CH:11][C:10]([C@@H:13]2[CH2:22][CH2:21][CH2:20][C@H:19]3[N:14]2[C:15](=[O:23])[CH2:16][CH2:17][CH2:18]3)=[CH:9][CH:8]=1.CN(C)CCN(C)C.[I:32]I.S([O-])([O-])(=O)=S.[Na+].[Na+]. Given the product [Cl:6][C:7]1[CH:12]=[CH:11][C:10]([C@@H:13]2[CH2:22][CH2:21][CH2:20][C@H:19]3[N:14]2[C:15](=[O:23])[CH:16]([I:32])[CH2:17][CH2:18]3)=[CH:9][CH:8]=1, predict the reactants needed to synthesize it. (2) Given the product [S:8]([N:11]=[C:12]1[N:13]([CH2:22][C:23]([NH2:24])=[O:31])[N:14]=[C:15]([C:18]([F:19])([F:21])[F:20])[CH:16]=[CH:17]1)([C:5]1[CH:6]=[CH:7][C:2]([CH3:1])=[CH:3][CH:4]=1)(=[O:9])=[O:10], predict the reactants needed to synthesize it. The reactants are: [CH3:1][C:2]1[CH:7]=[CH:6][C:5]([S:8]([NH:11][C:12]2[N:13]=[N:14][C:15]([C:18]([F:21])([F:20])[F:19])=[CH:16][CH:17]=2)(=[O:10])=[O:9])=[CH:4][CH:3]=1.[CH3:22][CH2:23][N:24](C(C)C)C(C)C.[OH2:31]. (3) Given the product [C:12]1([NH:8][C:40](=[O:41])[CH:39]([C:43]2[S:47][N:46]=[C:45]([CH3:48])[N:44]=2)[CH2:38][CH2:37][CH2:36][CH2:35][CH2:34][C:32]#[N:33])[CH:11]=[CH:16][CH:15]=[CH:14][CH:13]=1, predict the reactants needed to synthesize it. The reactants are: F[P-](F)(F)(F)(F)F.[N:8]1(OC(N(C)C)=[N+](C)C)[C:12]2[CH:13]=[CH:14][CH:15]=[CH:16][C:11]=2N=N1.NC1C=CC=CC=1.[C:32]([CH2:34][CH2:35][CH2:36][CH2:37][CH2:38][CH:39]([C:43]1[S:47][N:46]=[C:45]([CH3:48])[N:44]=1)[C:40](O)=[O:41])#[N:33].C(N(CC)CC)C.